From a dataset of Forward reaction prediction with 1.9M reactions from USPTO patents (1976-2016). Predict the product of the given reaction. (1) Given the reactants [OH-].[Na+].C([O:5][C:6]([C:8]1[S:33][C:11]2[N:12]=[C:13]([NH2:32])[N:14]=[C:15]([C:16]3[CH:21]=[C:20]([O:22][CH2:23][C:24]4[CH:29]=[CH:28][CH:27]=[CH:26][CH:25]=4)[C:19]([Cl:30])=[CH:18][C:17]=3[Cl:31])[C:10]=2[CH:9]=1)=[O:7])C.C(O)C, predict the reaction product. The product is: [NH2:32][C:13]1[N:14]=[C:15]([C:16]2[CH:21]=[C:20]([O:22][CH2:23][C:24]3[CH:29]=[CH:28][CH:27]=[CH:26][CH:25]=3)[C:19]([Cl:30])=[CH:18][C:17]=2[Cl:31])[C:10]2[CH:9]=[C:8]([C:6]([OH:7])=[O:5])[S:33][C:11]=2[N:12]=1. (2) Given the reactants [Cl:1][C:2]1[CH:7]=[CH:6][C:5]([C:8]2[N:9]=[N:10][S:11][C:12]=2[CH2:13][O:14][C:15]2[CH:20]=[CH:19][C:18]([C:21](=O)[CH2:22][CH2:23][C:24]([OH:26])=[O:25])=[CH:17][CH:16]=2)=[CH:4][CH:3]=1.Cl.[O:29]([NH2:31])[CH3:30].C([O-])([O-])=O.[K+].[K+], predict the reaction product. The product is: [Cl:1][C:2]1[CH:7]=[CH:6][C:5]([C:8]2[N:9]=[N:10][S:11][C:12]=2[CH2:13][O:14][C:15]2[CH:20]=[CH:19][C:18](/[C:21](=[N:31]\[O:29][CH3:30])/[CH2:22][CH2:23][C:24]([OH:26])=[O:25])=[CH:17][CH:16]=2)=[CH:4][CH:3]=1. (3) Given the reactants [CH3:1][O:2][C:3]1[CH:4]=[C:5]2[C:10](=[CH:11][C:12]=1[O:13][CH3:14])[N:9]=[CH:8][CH:7]=[C:6]2[O:15][C:16]1[CH:22]=[CH:21][C:19]([NH2:20])=[C:18]([CH3:23])[C:17]=1[CH3:24].ClC(Cl)(O[C:29](=[O:35])[O:30][C:31](Cl)(Cl)Cl)Cl.[Cl:37][C:38]1[CH:39]=[C:40](CO)[CH:41]=[CH:42][CH:43]=1.C(=O)(O)[O-].[Na+], predict the reaction product. The product is: [CH3:1][O:2][C:3]1[CH:4]=[C:5]2[C:10](=[CH:11][C:12]=1[O:13][CH3:14])[N:9]=[CH:8][CH:7]=[C:6]2[O:15][C:16]1[CH:22]=[CH:21][C:19]([NH:20][C:29](=[O:35])[O:30][CH2:31][C:42]2[CH:41]=[CH:40][CH:39]=[C:38]([Cl:37])[CH:43]=2)=[C:18]([CH3:23])[C:17]=1[CH3:24]. (4) Given the reactants [CH3:1][C:2]1[C:10]2[N:9]=[C:8]([C:11]3[C:23]4[C:22]5[C:17](=[CH:18][CH:19]=[CH:20][CH:21]=5)[C:16](=[N:24]O)[C:15]=4[CH:14]=[CH:13][CH:12]=3)[NH:7][C:6]=2[CH:5]=[CH:4][CH:3]=1, predict the reaction product. The product is: [CH3:1][C:2]1[C:10]2[N:9]=[C:8]([C:11]3[C:23]4[C:22]5[C:17](=[CH:18][CH:19]=[CH:20][CH:21]=5)[CH:16]([NH2:24])[C:15]=4[CH:14]=[CH:13][CH:12]=3)[NH:7][C:6]=2[CH:5]=[CH:4][CH:3]=1. (5) Given the reactants [F:1][C:2]1[CH:3]=[C:4]([CH:8]=[C:9]([Br:11])[CH:10]=1)[C:5]([OH:7])=O.[CH2:12]([O:14][C:15](=[O:24])[CH2:16][C:17]1[CH:22]=[CH:21][CH:20]=[C:19]([NH2:23])[CH:18]=1)[CH3:13], predict the reaction product. The product is: [CH2:12]([O:14][C:15](=[O:24])[CH2:16][C:17]1[CH:22]=[CH:21][CH:20]=[C:19]([NH:23][C:5](=[O:7])[C:4]2[CH:3]=[C:2]([F:1])[CH:10]=[C:9]([Br:11])[CH:8]=2)[CH:18]=1)[CH3:13].